Dataset: Reaction yield outcomes from USPTO patents with 853,638 reactions. Task: Predict the reaction yield, written as a fraction of the theoretical maximum amount of product (1.0 means a 100% yield; for example, 0.34 means a 34% yield). (1) The reactants are [C:1]([C:5]1[CH:6]=[C:7]([C:15]2[N:19]([C:20]3[CH:25]=[CH:24][C:23]([C:26]([N:28]4[CH2:33][CH2:32][CH2:31][CH2:30][CH2:29]4)=[O:27])=[CH:22][CH:21]=3)[N:18]=[C:17]([C:34]3[CH:43]=[CH:42][C:37]([C:38]([O:40]C)=[O:39])=[CH:36][CH:35]=3)[CH:16]=2)[CH:8]=[C:9]([C:11]([CH3:14])([CH3:13])[CH3:12])[CH:10]=1)([CH3:4])([CH3:3])[CH3:2].[Li+].[OH-].Cl. The catalyst is O.C1COCC1.CO.CCOC(C)=O. The product is [C:1]([C:5]1[CH:6]=[C:7]([C:15]2[N:19]([C:20]3[CH:25]=[CH:24][C:23]([C:26]([N:28]4[CH2:29][CH2:30][CH2:31][CH2:32][CH2:33]4)=[O:27])=[CH:22][CH:21]=3)[N:18]=[C:17]([C:34]3[CH:35]=[CH:36][C:37]([C:38]([OH:40])=[O:39])=[CH:42][CH:43]=3)[CH:16]=2)[CH:8]=[C:9]([C:11]([CH3:14])([CH3:13])[CH3:12])[CH:10]=1)([CH3:2])([CH3:3])[CH3:4]. The yield is 0.640. (2) The reactants are COC[O:4][C:5]1[CH:10]=[C:9]([O:11]COC)[C:8]([CH:15]([CH3:17])[CH3:16])=[CH:7][C:6]=1[C:18]1[N:19]([C:24]2[CH:29]=[CH:28][C:27]([O:30]C)=[CH:26][CH:25]=2)[C:20](=[O:23])[NH:21][N:22]=1.OC1C=C(O)C(C(C)C)=CC=1C1N(C2C=CC(OC)=CC=2)C(=O)NN=1.ClCCCl. The catalyst is CCCCCC. The product is [OH:4][C:5]1[CH:10]=[C:9]([OH:11])[C:8]([CH:15]([CH3:17])[CH3:16])=[CH:7][C:6]=1[C:18]1[N:19]([C:24]2[CH:29]=[CH:28][C:27]([OH:30])=[CH:26][CH:25]=2)[C:20](=[O:23])[NH:21][N:22]=1. The yield is 0.148.